The task is: Predict the product of the given reaction.. This data is from Forward reaction prediction with 1.9M reactions from USPTO patents (1976-2016). (1) Given the reactants C([N:8]1[C:17]2[C:12](=[CH:13][CH:14]=[CH:15][CH:16]=2)[CH:11]([CH:18]2[CH2:21][CH2:20][CH2:19]2)[CH2:10][CH2:9]1)C1C=CC=CC=1.C(Cl)(=O)OC(Cl)C.CO, predict the reaction product. The product is: [CH:18]1([CH:11]2[C:12]3[C:17](=[CH:16][CH:15]=[CH:14][CH:13]=3)[NH:8][CH2:9][CH2:10]2)[CH2:19][CH2:20][CH2:21]1. (2) The product is: [OH:27][NH:26][C:24]([C:18]1[CH:17]=[C:16]2[C:21]([CH2:22][CH2:23][N:14]([C:12]([C:7]3[NH:8][C:9]4[C:5]([CH:6]=3)=[CH:4][C:3]([O:2][CH3:1])=[CH:11][CH:10]=4)=[O:13])[CH2:15]2)=[CH:20][CH:19]=1)=[O:25]. Given the reactants [CH3:1][O:2][C:3]1[CH:4]=[C:5]2[C:9](=[CH:10][CH:11]=1)[NH:8][C:7]([C:12]([N:14]1[CH2:23][CH2:22][C:21]3[C:16](=[CH:17][C:18]([C:24]([NH:26][O:27]C4CCCCO4)=[O:25])=[CH:19][CH:20]=3)[CH2:15]1)=[O:13])=[CH:6]2, predict the reaction product. (3) Given the reactants [CH3:1][C:2]1([CH3:16])[CH2:11][CH2:10][C:9](=[O:12])[C:8]2[CH:7]=[C:6]([C:13]([OH:15])=[O:14])[CH:5]=[CH:4][C:3]1=2.CN([C:20]1[CH:25]=[CH:24][CH:23]=[CH:22]N=1)C.[C:26]([O:29][CH2:30][CH3:31])(=[O:28])[CH3:27], predict the reaction product. The product is: [CH2:30]([O:29][C:26](=[O:28])[C:27]1[CH:10]=[CH:11][C:2]([O:14][C:13]([C:6]2[CH:5]=[CH:4][C:3]3[C:2]([CH3:16])([CH3:1])[CH2:11][CH2:10][C:9](=[O:12])[C:8]=3[CH:7]=2)=[O:15])=[CH:3][CH:8]=1)[C:31]1[CH:20]=[CH:25][CH:24]=[CH:23][CH:22]=1. (4) Given the reactants C([O:3][C:4]([C:6]1[N:7]=[N:8][N:9]([C:11]2[CH:16]=[C:15]([C:17](=[O:36])[NH:18][C:19]3[CH:24]=[C:23]([C:25]([CH3:28])([CH3:27])[CH3:26])[CH:22]=[C:21]([S:29](=[O:33])(=[O:32])[NH:30][CH3:31])[C:20]=3[O:34][CH3:35])[CH:14]=[CH:13][C:12]=2[CH3:37])[CH:10]=1)=[O:5])C.[Li+].[OH-].Cl, predict the reaction product. The product is: [C:25]([C:23]1[CH:22]=[C:21]([S:29](=[O:33])(=[O:32])[NH:30][CH3:31])[C:20]([O:34][CH3:35])=[C:19]([NH:18][C:17]([C:15]2[CH:14]=[CH:13][C:12]([CH3:37])=[C:11]([N:9]3[CH:10]=[C:6]([C:4]([OH:5])=[O:3])[N:7]=[N:8]3)[CH:16]=2)=[O:36])[CH:24]=1)([CH3:28])([CH3:26])[CH3:27]. (5) The product is: [CH3:1][C:2]1[CH:3]=[N:4][N:5]([C:7]2[S:15][C:14]3[C:9](=[N:10][CH:11]=[CH:12][C:13]=3[O:16][C:17]3[CH:22]=[CH:21][C:20]([NH2:23])=[CH:19][CH:18]=3)[CH:8]=2)[CH:6]=1. Given the reactants [CH3:1][C:2]1[CH:3]=[N:4][N:5]([C:7]2[S:15][C:14]3[C:9](=[N:10][CH:11]=[CH:12][C:13]=3[O:16][C:17]3[CH:22]=[CH:21][C:20]([N+:23]([O-])=O)=[CH:19][CH:18]=3)[CH:8]=2)[CH:6]=1.[BH4-].[Na+], predict the reaction product. (6) Given the reactants Br[C:2]1[CH:7]=[CH:6][C:5]([C:8]([F:11])([F:10])[F:9])=[CH:4][N:3]=1.C([Sn](CCCC)(CCCC)[C:17]1[N:21]2[CH:22]=[CH:23][C:24]([C:26]([F:29])([F:28])[F:27])=[N:25][C:20]2=[N:19][CH:18]=1)CCC, predict the reaction product. The product is: [F:28][C:26]([F:27])([F:29])[C:24]1[CH:23]=[CH:22][N:21]2[C:17]([C:2]3[CH:7]=[CH:6][C:5]([C:8]([F:11])([F:10])[F:9])=[CH:4][N:3]=3)=[CH:18][N:19]=[C:20]2[N:25]=1. (7) Given the reactants Cl[C:2]1[N:3]=[C:4]([N:13]2[CH2:18][CH2:17][O:16][CH2:15][CH2:14]2)[C:5]2[S:10][C:9](I)=[C:8]([CH3:12])[C:6]=2[N:7]=1.[C:19]([C:22]1[S:23][CH:24]=[C:25](B(O)O)[CH:26]=1)([OH:21])=[O:20].[NH2:30][C:31]1[N:36]=[CH:35][C:34](B2OC(C)(C)C(C)(C)O2)=[CH:33][N:32]=1, predict the reaction product. The product is: [NH2:30][C:31]1[N:36]=[CH:35][C:34]([C:2]2[N:3]=[C:4]([N:13]3[CH2:18][CH2:17][O:16][CH2:15][CH2:14]3)[C:5]3[S:10][C:9]([C:25]4[CH:26]=[C:22]([C:19]([OH:21])=[O:20])[S:23][CH:24]=4)=[C:8]([CH3:12])[C:6]=3[N:7]=2)=[CH:33][N:32]=1. (8) The product is: [F:21][C:18]1[CH:17]=[CH:16][C:15]([CH2:14][C:11]2[CH:12]=[C:13]3[C:8]([C:7]([OH:22])=[C:6]([C:23]([NH:25][CH2:26][CH2:27][N:28]4[CH2:29][CH2:30][O:31][CH2:32][CH2:33]4)=[O:24])[C:5](=[O:34])[N:4]3[CH2:3][CH2:2][NH:1][C:45](=[O:46])[O:47][CH3:48])=[N:9][CH:10]=2)=[CH:20][CH:19]=1. Given the reactants [NH2:1][CH2:2][CH2:3][N:4]1[C:13]2[C:8](=[N:9][CH:10]=[C:11]([CH2:14][C:15]3[CH:20]=[CH:19][C:18]([F:21])=[CH:17][CH:16]=3)[CH:12]=2)[C:7]([OH:22])=[C:6]([C:23]([NH:25][CH2:26][CH2:27][N:28]2[CH2:33][CH2:32][O:31][CH2:30][CH2:29]2)=[O:24])[C:5]1=[O:34].C(N(C(C)C)CC)(C)C.Cl[C:45]([O:47][CH3:48])=[O:46], predict the reaction product. (9) Given the reactants [Br:1][C:2]1[CH:3]=[N:4][C:5]2[N:6]([N:8]=[C:9]([C:11]([OH:13])=O)[CH:10]=2)[CH:7]=1.[N:14]1([C:20]2[CH:21]=[CH:22][CH:23]=[C:24]3[C:29]=2[CH2:28][NH:27][CH2:26][CH2:25]3)[CH2:19][CH2:18][O:17][CH2:16][CH2:15]1, predict the reaction product. The product is: [Br:1][C:2]1[CH:3]=[N:4][C:5]2[N:6]([N:8]=[C:9]([C:11]([N:27]3[CH2:26][CH2:25][C:24]4[C:29](=[C:20]([N:14]5[CH2:19][CH2:18][O:17][CH2:16][CH2:15]5)[CH:21]=[CH:22][CH:23]=4)[CH2:28]3)=[O:13])[CH:10]=2)[CH:7]=1. (10) Given the reactants [Cl:1][C:2]1[CH:31]=[C:30]([Cl:32])[CH:29]=[CH:28][C:3]=1[O:4][C:5]1[CH:10]=[CH:9][CH:8]=[CH:7][C:6]=1[NH:11][S:12]([C:15]1[CH:27]=[CH:26][C:18]([C:19]([NH:21][CH2:22][C:23]([OH:25])=O)=[O:20])=[CH:17][CH:16]=1)(=[O:14])=[O:13].[CH2:33]([N:35]([CH2:40][CH3:41])[CH2:36][CH2:37][CH2:38][NH2:39])[CH3:34], predict the reaction product. The product is: [Cl:1][C:2]1[CH:31]=[C:30]([Cl:32])[CH:29]=[CH:28][C:3]=1[O:4][C:5]1[CH:10]=[CH:9][CH:8]=[CH:7][C:6]=1[NH:11][S:12]([C:15]1[CH:16]=[CH:17][C:18]([C:19]([NH:21][CH2:22][C:23](=[O:25])[NH:39][CH2:38][CH2:37][CH2:36][N:35]([CH2:40][CH3:41])[CH2:33][CH3:34])=[O:20])=[CH:26][CH:27]=1)(=[O:13])=[O:14].